Dataset: Reaction yield outcomes from USPTO patents with 853,638 reactions. Task: Predict the reaction yield, written as a fraction of the theoretical maximum amount of product (1.0 means a 100% yield; for example, 0.34 means a 34% yield). (1) The reactants are [Br:1][C:2]1[CH:3]=[C:4]([C:11]([O:13][CH3:14])=[O:12])[C:5]2[CH:6]=[CH:7][NH:8][C:9]=2[CH:10]=1.[CH:15]1(B(O)O)[CH2:17][CH2:16]1.C(=O)([O-])[O-].[Na+].[Na+].N1C=CC=CC=1C1C=CC=CN=1. The catalyst is ClCCCl.C([O-])(=O)C.[Cu+2].C([O-])(=O)C.C(OCC)(=O)C.O. The product is [Br:1][C:2]1[CH:3]=[C:4]([C:11]([O:13][CH3:14])=[O:12])[C:5]2[CH:6]=[CH:7][N:8]([CH:15]3[CH2:17][CH2:16]3)[C:9]=2[CH:10]=1. The yield is 0.716. (2) The reactants are C[O:2][C:3]([C:5]1[O:9][C:8]([C:10]2[CH:15]=[CH:14][CH:13]=[CH:12][C:11]=2[Cl:16])=[N:7][C:6]=1[CH2:17][N:18]1[C:26]2[C:21](=[CH:22][C:23]([C:27]([OH:36])([C:32]([F:35])([F:34])[F:33])[C:28]([F:31])([F:30])[F:29])=[CH:24][CH:25]=2)[CH:20]=[C:19]1[CH3:37])=O.[H-].[H-].[H-].[H-].[Li+].[Al+3].CCOCC.O. The catalyst is C1COCC1. The product is [Cl:16][C:11]1[CH:12]=[CH:13][CH:14]=[CH:15][C:10]=1[C:8]1[O:9][C:5]([CH2:3][OH:2])=[C:6]([CH2:17][N:18]2[C:26]3[C:21](=[CH:22][C:23]([C:27]([OH:36])([C:32]([F:34])([F:35])[F:33])[C:28]([F:30])([F:29])[F:31])=[CH:24][CH:25]=3)[CH:20]=[C:19]2[CH3:37])[N:7]=1. The yield is 0.950. (3) The reactants are [Cl:1][C:2]1[CH:3]=[C:4]([C:8]2([C:14]([N:16]([CH3:18])[CH3:17])=O)[CH2:13][CH2:12][CH2:11][CH2:10][CH2:9]2)[CH:5]=[CH:6][CH:7]=1.Cl. No catalyst specified. The product is [ClH:1].[Cl:1][C:2]1[CH:3]=[C:4]([C:8]2([CH2:14][N:16]([CH3:18])[CH3:17])[CH2:13][CH2:12][CH2:11][CH2:10][CH2:9]2)[CH:5]=[CH:6][CH:7]=1. The yield is 0.120. (4) The yield is 0.450. The reactants are [CH:1]1([C:6]([C:8]2[CH:13]=[C:12]([CH3:14])[CH:11]=[CH:10][C:9]=2[NH:15][C:16]([NH:18][C:19]2[S:20][C:21]([CH:24]=O)=[CH:22][N:23]=2)=[O:17])=[O:7])[CH2:5][CH2:4][CH2:3][CH2:2]1.Cl.[CH3:27][O:28][C:29](=[O:32])[CH2:30][NH2:31]. The product is [CH3:27][O:28][C:29](=[O:32])[CH2:30][NH:31][CH2:24][C:21]1[S:20][C:19]([NH:18][C:16]([NH:15][C:9]2[CH:10]=[CH:11][C:12]([CH3:14])=[CH:13][C:8]=2[C:6]([CH:1]2[CH2:5][CH2:4][CH2:3][CH2:2]2)=[O:7])=[O:17])=[N:23][CH:22]=1. No catalyst specified. (5) The reactants are [F:1][C:2]([F:15])([F:14])[O:3][C:4]1[CH:13]=[CH:12][C:7]2[N:8]=[C:9]([NH2:11])[S:10][C:6]=2[CH:5]=1.Br[CH:17]([CH2:22][CH3:23])[C:18]([O:20]C)=[O:19].[CH3:24][C:25]1[CH:34]=[CH:33][C:28]2N=C(N)S[C:27]=2[CH:26]=1.BrC(CC)[C:37](OCC)=[O:38]. No catalyst specified. The product is [CH3:24][C:25]1[CH:34]=[CH:33][C:28]([C:37]([N:11]=[C:9]2[N:8]([CH:17]([CH2:22][CH3:23])[C:18]([OH:20])=[O:19])[C:7]3[CH:12]=[CH:13][C:4]([O:3][C:2]([F:1])([F:14])[F:15])=[CH:5][C:6]=3[S:10]2)=[O:38])=[CH:27][CH:26]=1. The yield is 0.710. (6) The reactants are [C:1]([PH:5][C:6]([CH3:9])([CH3:8])[CH3:7])([CH3:4])([CH3:3])[CH3:2].[Cl:10][CH2:11][C:12]([CH2:14]Cl)=[CH2:13]. The catalyst is C(#N)C. The product is [C:1]([P:5]([C:6]([CH3:9])([CH3:8])[CH3:7])[CH2:14][C:12]([CH2:11][Cl:10])=[CH2:13])([CH3:4])([CH3:3])[CH3:2]. The yield is 0.400. (7) The reactants are C(=O)([O-])[O-].[Cs+].[Cs+].FC(F)(F)S(O[C:13]1[CH:14]=[CH:15][C:16]2[O:20][C:19]([C:21]3[CH:26]=[CH:25][C:24]([F:27])=[CH:23][CH:22]=3)=[C:18]([C:28](=[O:31])[NH:29][CH3:30])[C:17]=2[CH:32]=1)(=O)=O.[NH:35]1[C:43]2[C:38](=[C:39](B(O)O)[CH:40]=[CH:41][CH:42]=2)[CH:37]=[CH:36]1.O1CCOCC1. The product is [F:27][C:24]1[CH:23]=[CH:22][C:21]([C:19]2[O:20][C:16]3[CH:15]=[CH:14][C:13]([C:39]4[CH:40]=[CH:41][CH:42]=[C:43]5[C:38]=4[CH:37]=[CH:36][NH:35]5)=[CH:32][C:17]=3[C:18]=2[C:28]([NH:29][CH3:30])=[O:31])=[CH:26][CH:25]=1. The yield is 0.460. The catalyst is C1C=CC([P]([Pd]([P](C2C=CC=CC=2)(C2C=CC=CC=2)C2C=CC=CC=2)([P](C2C=CC=CC=2)(C2C=CC=CC=2)C2C=CC=CC=2)[P](C2C=CC=CC=2)(C2C=CC=CC=2)C2C=CC=CC=2)(C2C=CC=CC=2)C2C=CC=CC=2)=CC=1.O.